From a dataset of Retrosynthesis with 50K atom-mapped reactions and 10 reaction types from USPTO. Predict the reactants needed to synthesize the given product. (1) Given the product CCOC(=O)CCN(C)C(=O)c1ccc(NC(c2oc3ccc(N)cc3c2C)C2CCCCC2)cc1, predict the reactants needed to synthesize it. The reactants are: CCOC(=O)CCN(C)C(=O)c1ccc(NC(c2oc3ccc([N+](=O)[O-])cc3c2C)C2CCCCC2)cc1. (2) Given the product CNS(=O)(=O)c1ccc2c(C(=O)NC[C@@H](O)CN3CCC(Oc4ccc(Cl)c(Cl)c4)CC3)c[nH]c(=O)c2c1, predict the reactants needed to synthesize it. The reactants are: CNS(=O)(=O)c1ccc2c(C(=O)O)c[nH]c(=O)c2c1.NC[C@@H](O)CN1CCC(Oc2ccc(Cl)c(Cl)c2)CC1. (3) The reactants are: COc1cc2ncnc(Cl)c2cc1OC.c1c2c(cc3c1NCC3)NCC2. Given the product COc1cc2ncnc(N3CCc4cc5c(cc43)CCN5)c2cc1OC, predict the reactants needed to synthesize it.